Dataset: Catalyst prediction with 721,799 reactions and 888 catalyst types from USPTO. Task: Predict which catalyst facilitates the given reaction. (1) Reactant: B.C1COCC1.[Br:7][C:8]1[CH:9]=[CH:10][C:11]([N:14]2[CH2:18][CH2:17][C@H:16]([NH:19][C:20](=O)[CH:21]([F:23])[F:22])[CH2:15]2)=[N:12][CH:13]=1.C(O[BH-](OC(=O)C)OC(=O)C)(=O)C.[Na+].FC(F)(F)C(O)=O. Product: [Br:7][C:8]1[CH:9]=[CH:10][C:11]([N:14]2[CH2:18][CH2:17][C@H:16]([NH:19][CH2:20][CH:21]([F:23])[F:22])[CH2:15]2)=[N:12][CH:13]=1. The catalyst class is: 217. (2) Reactant: [C:1]([CH:4]([C:10]([O:12][CH2:13][CH3:14])=[O:11])[C:5]([O:7][CH2:8][CH3:9])=[O:6])(=O)[CH3:2].[CH2:15]1[CH2:20][CH2:19][C:18]([CH2:25][NH2:26])([CH2:21][C:22]([OH:24])=[O:23])[CH2:17][CH2:16]1.[NH:27]1[CH2:32][CH2:31][CH2:30][CH2:29][CH2:28]1. Product: [CH3:2][C:1]([NH:26][CH2:25][C:18]1([CH2:21][C:22]([O-:24])=[O:23])[CH2:19][CH2:20][CH2:15][CH2:16][CH2:17]1)=[C:4]([C:10]([O:12][CH2:13][CH3:14])=[O:11])[C:5]([O:7][CH2:8][CH3:9])=[O:6].[NH2+:27]1[CH2:32][CH2:31][CH2:30][CH2:29][CH2:28]1. The catalyst class is: 8. (3) Reactant: [CH3:1][C:2]1[C:10]2[C:5](=[CH:6][C:7]([NH2:11])=[CH:8][CH:9]=2)[NH:4][N:3]=1.C([O-])(O)=O.[Na+].[Cl:17][C:18]1[N:23]=[C:22](Cl)[CH:21]=[CH:20][N:19]=1. Product: [Cl:17][C:18]1[N:23]=[C:22]([NH:11][C:7]2[CH:6]=[C:5]3[C:10]([C:2]([CH3:1])=[N:3][NH:4]3)=[CH:9][CH:8]=2)[CH:21]=[CH:20][N:19]=1. The catalyst class is: 219. (4) Reactant: [O:1]=[S:2]1(=[O:25])[CH2:7][CH2:6][N:5]([CH2:8][CH2:9][CH2:10][O:11][C:12]2[CH:21]=[C:20]3[C:15]([C:16](=O)[NH:17][CH:18]=[N:19]3)=[CH:14][C:13]=2[O:23][CH3:24])[CH2:4][CH2:3]1.CN(C=O)C.S(Cl)([Cl:33])=O. Product: [Cl:33][C:16]1[C:15]2[C:20](=[CH:21][C:12]([O:11][CH2:10][CH2:9][CH2:8][N:5]3[CH2:6][CH2:7][S:2](=[O:25])(=[O:1])[CH2:3][CH2:4]3)=[C:13]([O:23][CH3:24])[CH:14]=2)[N:19]=[CH:18][N:17]=1. The catalyst class is: 11. (5) Reactant: [C:1]([O:5][C:6]([NH:8][C@H:9]1[CH2:14][CH2:13][CH2:12][CH2:11][C@H:10]1[NH:15][C:16]1[N:21]=[C:20]([CH3:22])[C:19]([C:23](OC)=[O:24])=[C:18]([NH:27][C:28]2[CH:29]=[C:30]([CH3:34])[CH:31]=[CH:32][CH:33]=2)[N:17]=1)=[O:7])([CH3:4])([CH3:3])[CH3:2].[Se](=O)=O.[CH3:38][O:39][C:40]1[CH:45]=[C:44]([O:46][CH3:47])[CH:43]=[CH:42][C:41]=1[CH2:48][NH2:49].C([BH3-])#N.[Na+]. Product: [CH3:38][O:39][C:40]1[CH:45]=[C:44]([O:46][CH3:47])[CH:43]=[CH:42][C:41]=1[CH2:48][N:49]1[C:23](=[O:24])[C:19]2[C:18]([NH:27][C:28]3[CH:29]=[C:30]([CH3:34])[CH:31]=[CH:32][CH:33]=3)=[N:17][C:16]([NH:15][C@@H:10]3[CH2:11][CH2:12][CH2:13][CH2:14][C@@H:9]3[NH:8][C:6](=[O:7])[O:5][C:1]([CH3:3])([CH3:4])[CH3:2])=[N:21][C:20]=2[CH2:22]1. The catalyst class is: 169. (6) Reactant: [Cl:1][C:2]1[C:3]2[CH:10]=[CH:9][NH:8][C:4]=2[N:5]=[CH:6][N:7]=1.[Cl:11]N1C(=O)CCC1=O. Product: [Cl:1][C:2]1[C:3]2[C:10]([Cl:11])=[CH:9][NH:8][C:4]=2[N:5]=[CH:6][N:7]=1. The catalyst class is: 4. (7) Reactant: Cl[C:2]1[N:7]=[C:6]([O:8][CH3:9])[C:5]([N+:10]([O-:12])=[O:11])=[C:4]([O:13][CH3:14])[N:3]=1.C(N(CC)CC)C.[C:22]([O:26][C:27]([N:29]1[CH2:33][CH2:32][CH2:31][CH:30]1[CH2:34][NH2:35])=[O:28])([CH3:25])([CH3:24])[CH3:23]. Product: [C:22]([O:26][C:27]([N:29]1[CH2:33][CH2:32][CH2:31][CH:30]1[CH2:34][NH:35][C:2]1[N:7]=[C:6]([O:8][CH3:9])[C:5]([N+:10]([O-:12])=[O:11])=[C:4]([O:13][CH3:14])[N:3]=1)=[O:28])([CH3:25])([CH3:24])[CH3:23]. The catalyst class is: 8. (8) Reactant: Cl[C:2]1[C:11]2[C:6](=[CH:7][CH:8]=[CH:9][CH:10]=2)[CH:5]=[C:4]([Cl:12])[N:3]=1.[C:13]([O:17][C:18]([N:20]1[CH2:25][CH2:24][CH:23]([NH2:26])[CH2:22][CH2:21]1)=[O:19])([CH3:16])([CH3:15])[CH3:14].O(C(C)(C)C)[K].C1(P(C2C=CC=CC=2)C2C=CC3C(=CC=CC=3)C=2C2C3C(=CC=CC=3)C=CC=2P(C2C=CC=CC=2)C2C=CC=CC=2)C=CC=CC=1. Product: [C:13]([O:17][C:18]([N:20]1[CH2:25][CH2:24][CH:23]([NH:26][C:2]2[C:11]3[C:6](=[CH:7][CH:8]=[CH:9][CH:10]=3)[CH:5]=[C:4]([Cl:12])[N:3]=2)[CH2:22][CH2:21]1)=[O:19])([CH3:16])([CH3:14])[CH3:15]. The catalyst class is: 101.